From a dataset of Catalyst prediction with 721,799 reactions and 888 catalyst types from USPTO. Predict which catalyst facilitates the given reaction. Reactant: C(OC([NH:8][CH2:9][C@H:10]1[CH2:15][CH2:14][C@H:13]([C:16]([NH:18][C@@H:19]([CH2:43][C:44]2[CH:49]=[CH:48][C:47]([C:50]3[CH:55]=[CH:54][C:53]([C:56](=[O:73])[NH:57][CH:58]4[CH2:63][CH2:62][N:61](C(OC(C)(C)C)=O)[CH2:60][C:59]4([CH3:72])[CH3:71])=[CH:52][C:51]=3[CH3:74])=[CH:46][CH:45]=2)[C:20]([NH:22][C:23]2[CH:28]=[CH:27][C:26]([C:29]3[NH:30][C:31]([C:34]([F:42])([F:41])[C:35]([F:40])([F:39])[C:36]([OH:38])=[O:37])=[N:32][N:33]=3)=[CH:25][CH:24]=2)=[O:21])=[O:17])[CH2:12][CH2:11]1)=O)(C)(C)C.[ClH:75].C(#N)C. Product: [ClH:75].[NH2:8][CH2:9][C@H:10]1[CH2:11][CH2:12][C@H:13]([C:16]([NH:18][C@@H:19]([CH2:43][C:44]2[CH:45]=[CH:46][C:47]([C:50]3[CH:55]=[CH:54][C:53]([C:56](=[O:73])[NH:57][CH:58]4[CH2:63][CH2:62][NH:61][CH2:60][C:59]4([CH3:71])[CH3:72])=[CH:52][C:51]=3[CH3:74])=[CH:48][CH:49]=2)[C:20]([NH:22][C:23]2[CH:28]=[CH:27][C:26]([C:29]3[NH:30][C:31]([C:34]([F:42])([F:41])[C:35]([F:39])([F:40])[C:36]([OH:38])=[O:37])=[N:32][N:33]=3)=[CH:25][CH:24]=2)=[O:21])=[O:17])[CH2:14][CH2:15]1. The catalyst class is: 12.